Predict the product of the given reaction. From a dataset of Forward reaction prediction with 1.9M reactions from USPTO patents (1976-2016). (1) Given the reactants Cl.[C:2](=[NH:12])([O:9]CC)[C:3]1C=CC=CC=1.C(N(CC)CC)C.[C:20](Cl)(=[O:22])[CH3:21].[C:24]1([CH3:30])[CH:29]=[CH:28][CH:27]=[CH:26][CH:25]=1, predict the reaction product. The product is: [CH2:20]([O:22][C:24]1([CH:29]=[CH:28][CH:27]=[CH:26][CH2:25]1)[CH:30]=[N:12][C:2](=[O:9])[CH3:3])[CH3:21]. (2) Given the reactants [F:1][C:2]1[CH:7]=[CH:6][C:5]([C:8]#[C:9][Si](C(C)C)(C(C)C)C(C)C)=[CH:4][C:3]=1[N:20]1[CH2:25][CH2:24][O:23][CH2:22][CH2:21]1.[F-].C([N+](CCCC)(CCCC)CCCC)CCC, predict the reaction product. The product is: [C:8]([C:5]1[CH:6]=[CH:7][C:2]([F:1])=[C:3]([N:20]2[CH2:25][CH2:24][O:23][CH2:22][CH2:21]2)[CH:4]=1)#[CH:9].